From a dataset of Reaction yield outcomes from USPTO patents with 853,638 reactions. Predict the reaction yield, written as a fraction of the theoretical maximum amount of product (1.0 means a 100% yield; for example, 0.34 means a 34% yield). The reactants are [NH2:1][C:2]([CH2:9][CH:10]1[CH2:15][CH2:14][C:13]([CH3:17])([CH3:16])[CH2:12][CH2:11]1)=[CH:3][C:4]([O:6][CH2:7][CH3:8])=[O:5].ClC1C=C(Cl)C=C(Cl)C=1[O:27][C:28](=O)[CH:29]([C:42]1[CH:47]=[CH:46][CH:45]=[CH:44][CH:43]=1)[C:30](OC1C(Cl)=CC(Cl)=CC=1Cl)=[O:31]. The catalyst is C1C=CC(C2C=CC=CC=2)=CC=1.C1C=CC(OC2C=CC=CC=2)=CC=1. The product is [CH3:17][C:13]1([CH3:16])[CH2:12][CH2:11][CH:10]([CH2:9][C:2]2[NH:1][C:28](=[O:27])[C:29]([C:42]3[CH:47]=[CH:46][CH:45]=[CH:44][CH:43]=3)=[C:30]([OH:31])[C:3]=2[C:4]([O:6][CH2:7][CH3:8])=[O:5])[CH2:15][CH2:14]1. The yield is 0.460.